Task: Predict which catalyst facilitates the given reaction.. Dataset: Catalyst prediction with 721,799 reactions and 888 catalyst types from USPTO (1) Reactant: [Cl:1][C:2]1[C:3]([C:9](=[N:22][O:23][CH2:24][CH3:25])[CH2:10][N:11]2C(=O)C3=CC=CC=C3C2=O)=[N:4][CH:5]=[C:6]([Cl:8])[CH:7]=1.O.NN.O. Product: [CH2:24]([O:23][N:22]=[C:9]([C:3]1[C:2]([Cl:1])=[CH:7][C:6]([Cl:8])=[CH:5][N:4]=1)[CH2:10][NH2:11])[CH3:25]. The catalyst class is: 8. (2) The catalyst class is: 187. Reactant: Cl[C:2]1[C:11]2[C:6](=[CH:7][C:8]([F:13])=[CH:9][C:10]=2[F:12])[N:5]=[C:4]([C:14]2[CH:15]=[N:16][CH:17]=[C:18]([CH3:20])[CH:19]=2)[C:3]=1[CH3:21].[O:22]1[CH2:27][CH2:26][N:25]([C:28]2[C:33]([NH2:34])=[CH:32][C:31]([N:35]3[CH2:40][CH2:39][O:38][CH2:37][CH2:36]3)=[CH:30][N:29]=2)[CH2:24][CH2:23]1.CC(C1C=C(C(C)C)C(C2C=CC=CC=2P(C2CCCCC2)C2CCCCC2)=C(C(C)C)C=1)C.CC(C)([O-])C.[Na+]. Product: [O:22]1[CH2:27][CH2:26][N:25]([C:28]2[C:33]([NH:34][C:2]3[C:11]4[C:6](=[CH:7][C:8]([F:13])=[CH:9][C:10]=4[F:12])[N:5]=[C:4]([C:14]4[CH:15]=[N:16][CH:17]=[C:18]([CH3:20])[CH:19]=4)[C:3]=3[CH3:21])=[CH:32][C:31]([N:35]3[CH2:36][CH2:37][O:38][CH2:39][CH2:40]3)=[CH:30][N:29]=2)[CH2:24][CH2:23]1.